This data is from Peptide-MHC class I binding affinity with 185,985 pairs from IEDB/IMGT. The task is: Regression. Given a peptide amino acid sequence and an MHC pseudo amino acid sequence, predict their binding affinity value. This is MHC class I binding data. (1) The peptide sequence is ATDALMTGF. The MHC is HLA-B54:01 with pseudo-sequence HLA-B54:01. The binding affinity (normalized) is 0. (2) The binding affinity (normalized) is 0.309. The peptide sequence is KAAGAAVAL. The MHC is HLA-C15:02 with pseudo-sequence HLA-C15:02. (3) The peptide sequence is VRYLVMAIV. The MHC is H-2-Db with pseudo-sequence H-2-Db. The binding affinity (normalized) is 0. (4) The peptide sequence is LDKGLSSL. The MHC is Mamu-A11 with pseudo-sequence Mamu-A11. The binding affinity (normalized) is 0.